From a dataset of Full USPTO retrosynthesis dataset with 1.9M reactions from patents (1976-2016). Predict the reactants needed to synthesize the given product. (1) Given the product [C:15]([OH:22])(=[O:16])[CH2:14][CH2:17][CH2:18][CH2:25][C:24]([OH:27])=[O:26], predict the reactants needed to synthesize it. The reactants are: C1CCCCC1.C(ON1[C:15](=[O:16])[C:14]2=[CH:17][CH:18]=[CH:18][CH:17]=[C:14]2[C:15]1=[O:16])(=O)C.[O:22]=O.[C:24]([OH:27])(=[O:26])[CH3:25]. (2) The reactants are: [CH2:1]([O:8][C:9](=[O:41])[N:10]([CH:12]([C:14](=[O:40])[NH:15][CH:16]([C:21]([N:23]1[CH2:27][CH2:26][CH:25]2[NH:28][CH2:29][CH:30]([O:31][C:32]3[CH:37]=[CH:36][C:35]([F:38])=[C:34]([F:39])[CH:33]=3)[CH:24]12)=[O:22])[C:17]([CH3:20])([CH3:19])[CH3:18])[CH3:13])[CH3:11])[C:2]1[CH:7]=[CH:6][CH:5]=[CH:4][CH:3]=1.CCN(C(C)C)C(C)C.[CH3:51][S:52](Cl)(=[O:54])=[O:53]. Given the product [CH2:1]([O:8][C:9](=[O:41])[N:10]([CH:12]([C:14](=[O:40])[NH:15][CH:16]([C:21]([N:23]1[CH2:27][CH2:26][CH:25]2[N:28]([S:52]([CH3:51])(=[O:54])=[O:53])[CH2:29][CH:30]([O:31][C:32]3[CH:37]=[CH:36][C:35]([F:38])=[C:34]([F:39])[CH:33]=3)[CH:24]12)=[O:22])[C:17]([CH3:19])([CH3:18])[CH3:20])[CH3:13])[CH3:11])[C:2]1[CH:7]=[CH:6][CH:5]=[CH:4][CH:3]=1, predict the reactants needed to synthesize it. (3) Given the product [Cl:43][C:42]1[CH:41]=[C:40]2[C:35]([C:36]([O:44][CH2:45][CH2:46][N:3]([CH2:4][CH3:5])[CH2:2][CH3:1])=[CH:37][CH:38]=[N:39]2)=[CH:34][CH:33]=1, predict the reactants needed to synthesize it. The reactants are: [CH3:1][CH2:2][N:3](CCCC(NC1C=CN=C2C=C(Cl)C=CC=12)C)[CH2:4][CH3:5].N1C2C(=CC=CC=2)C=CC=1.[CH:33]1[C:42]([Cl:43])=[CH:41][C:40]2[C:35](=[C:36]([O:44][CH2:45][CH2:46]O)[CH:37]=[CH:38][N:39]=2)[CH:34]=1. (4) Given the product [F:2][C:3]1[CH:11]=[C:10]2[C:6]([C:7]([C:21]3[CH:22]=[N:23][N:24]([CH:26]4[CH2:31][CH2:30][N:29]([S:43]([CH2:42][CH2:41][O:40][CH3:39])(=[O:45])=[O:44])[CH2:28][CH2:27]4)[CH:25]=3)=[CH:8][N:9]2[S:12]([C:15]2[CH:16]=[CH:17][CH:18]=[CH:19][CH:20]=2)(=[O:13])=[O:14])=[CH:5][CH:4]=1, predict the reactants needed to synthesize it. The reactants are: Cl.[F:2][C:3]1[CH:11]=[C:10]2[C:6]([C:7]([C:21]3[CH:22]=[N:23][N:24]([CH:26]4[CH2:31][CH2:30][NH:29][CH2:28][CH2:27]4)[CH:25]=3)=[CH:8][N:9]2[S:12]([C:15]2[CH:20]=[CH:19][CH:18]=[CH:17][CH:16]=2)(=[O:14])=[O:13])=[CH:5][CH:4]=1.CCN(CC)CC.[CH3:39][O:40][CH2:41][CH2:42][S:43](Cl)(=[O:45])=[O:44]. (5) Given the product [Cl:28][C:15]1[CH:14]=[C:13]([NH:12][C:11]2[C:6]3[C:5]4[CH:30]=[CH:31][C:2]([N:32]5[CH2:37][CH2:36][O:35][CH2:34][CH2:33]5)=[CH:3][C:4]=4[S:29][C:7]=3[N:8]=[CH:9][N:10]=2)[CH:18]=[CH:17][C:16]=1[O:19][CH2:20][C:21]1[CH:26]=[CH:25][CH:24]=[C:23]([F:27])[CH:22]=1, predict the reactants needed to synthesize it. The reactants are: Br[C:2]1[CH:31]=[CH:30][C:5]2[C:6]3[C:11]([NH:12][C:13]4[CH:18]=[CH:17][C:16]([O:19][CH2:20][C:21]5[CH:26]=[CH:25][CH:24]=[C:23]([F:27])[CH:22]=5)=[C:15]([Cl:28])[CH:14]=4)=[N:10][CH:9]=[N:8][C:7]=3[S:29][C:4]=2[CH:3]=1.[NH:32]1[CH2:37][CH2:36][O:35][CH2:34][CH2:33]1.[H-].[Na+]. (6) The reactants are: Cl[C:2]1[N:7]=[C:6]([C:8]2[C:9]([Cl:14])=[N:10][CH:11]=[CH:12][CH:13]=2)[C:5]([F:15])=[CH:4][N:3]=1.Cl.[CH3:17][NH2:18].C([O-])([O-])=O.[K+].[K+].C(O)(C(F)(F)F)=O. Given the product [Cl:14][C:9]1[C:8]([C:6]2[C:5]([F:15])=[CH:4][N:3]=[C:2]([NH:18][CH3:17])[N:7]=2)=[CH:13][CH:12]=[CH:11][N:10]=1, predict the reactants needed to synthesize it. (7) Given the product [N+:25]([C:11]1[CH:12]=[CH:13][C:7]2[O:6][C:5]3[CH:4]=[C:3]([S:14]([Cl:17])(=[O:16])=[O:15])[CH:2]=[CH:1][C:9]=3[C:8]=2[CH:10]=1)([O-:27])=[O:26], predict the reactants needed to synthesize it. The reactants are: [CH:1]1[C:9]2[C:8]3[CH:10]=[CH:11][CH:12]=[CH:13][C:7]=3[O:6][C:5]=2[CH:4]=[C:3]([S:14]([Cl:17])(=[O:16])=[O:15])[CH:2]=1.C(O)(C(F)(F)F)=O.[N+:25]([O-])([OH:27])=[O:26]. (8) The reactants are: [CH:1]([N:4]1[CH2:9][CH2:8][N:7]([C:10]([C:12]2[CH:19]=[CH:18][C:15]([CH:16]=O)=[CH:14][CH:13]=2)=[O:11])[CH2:6][CH2:5]1)([CH3:3])[CH3:2].[CH3:20][O:21][CH2:22][CH:23]([NH2:25])[CH3:24]. Given the product [CH:1]([N:4]1[CH2:9][CH2:8][N:7]([C:10]([C:12]2[CH:19]=[CH:18][C:15]([CH2:16][NH:25][CH:23]([CH3:24])[CH2:22][O:21][CH3:20])=[CH:14][CH:13]=2)=[O:11])[CH2:6][CH2:5]1)([CH3:3])[CH3:2], predict the reactants needed to synthesize it. (9) Given the product [CH2:2]([B:19]([OH:20])[OH:18])[CH2:3][CH2:4][CH2:5][CH:6]=[CH2:7].[C:33]12([OH:44])[CH2:41][CH:37]([C:38]1([CH3:40])[CH3:39])[CH2:36][CH2:35][C:34]2([OH:43])[CH3:42], predict the reactants needed to synthesize it. The reactants are: Br[CH2:2][CH2:3][CH2:4][CH2:5][CH:6]=[CH2:7].BrC=CCCCC.C([O:18][B:19](OC(C)C)[O:20]C(C)C)(C)C.OS(O)(=O)=O.[C:33]12([OH:44])[CH2:41][CH:37]([C:38]1([CH3:40])[CH3:39])[CH2:36][CH2:35][C:34]2([OH:43])[CH3:42]. (10) Given the product [C:75]([CH2:74][CH2:73][CH2:72][N:10]([CH3:9])[C@H:11]([C:15]([NH:17][C@H:18]([C:22]([N:24]([C@@H:26]([C@@H:67]([CH3:70])[CH2:68][CH3:69])[C@H:27]([O:65][CH3:66])[CH2:28][C:29]([N:31]1[CH2:35][CH2:34][CH2:33][C@H:32]1[C@H:36]([O:63][CH3:64])[C@@H:37]([CH3:62])[C:38]([NH:40][C@@H:41]([CH2:55][C:56]1[CH:57]=[CH:58][CH:59]=[CH:60][CH:61]=1)[CH2:42][O:43][CH2:44][C:45]1[CH:46]=[CH:47][C:48]([C:51]([O:53][CH3:54])=[O:52])=[CH:49][CH:50]=1)=[O:39])=[O:30])[CH3:25])=[O:23])[CH:19]([CH3:20])[CH3:21])=[O:16])[CH:12]([CH3:14])[CH3:13])([OH:77])=[O:76], predict the reactants needed to synthesize it. The reactants are: FC(F)(F)C([O-])=O.[Na+].[CH3:9][NH:10][C@H:11]([C:15]([NH:17][C@H:18]([C:22]([N:24]([C@@H:26]([C@@H:67]([CH3:70])[CH2:68][CH3:69])[C@H:27]([O:65][CH3:66])[CH2:28][C:29]([N:31]1[CH2:35][CH2:34][CH2:33][C@H:32]1[C@H:36]([O:63][CH3:64])[C@@H:37]([CH3:62])[C:38]([NH:40][C@@H:41]([CH2:55][C:56]1[CH:61]=[CH:60][CH:59]=[CH:58][CH:57]=1)[CH2:42][O:43][CH2:44][C:45]1[CH:50]=[CH:49][C:48]([C:51]([O:53][CH3:54])=[O:52])=[CH:47][CH:46]=1)=[O:39])=[O:30])[CH3:25])=[O:23])[CH:19]([CH3:21])[CH3:20])=[O:16])[CH:12]([CH3:14])[CH3:13].O=[CH:72][CH2:73][CH2:74][C:75]([OH:77])=[O:76].C([BH3-])#N.[Na+].O1CCOCC1.